This data is from Full USPTO retrosynthesis dataset with 1.9M reactions from patents (1976-2016). The task is: Predict the reactants needed to synthesize the given product. (1) Given the product [Si:15]([O:14][CH:11]1[CH2:10][CH2:9][NH:8][CH2:13][CH2:12]1)([C:18]([CH3:21])([CH3:20])[CH3:19])([CH3:17])[CH3:16], predict the reactants needed to synthesize it. The reactants are: C([N:8]1[CH2:13][CH2:12][CH:11]([O:14][Si:15]([C:18]([CH3:21])([CH3:20])[CH3:19])([CH3:17])[CH3:16])[CH2:10][CH2:9]1)C1C=CC=CC=1.[H][H]. (2) Given the product [Br:1][C:2]1[C:11]([F:12])=[CH:10][C:5]([C:6]([O:8][CH3:9])=[O:7])=[C:4]([O:15][CH3:14])[CH:3]=1, predict the reactants needed to synthesize it. The reactants are: [Br:1][C:2]1[C:11]([F:12])=[CH:10][C:5]([C:6]([O:8][CH3:9])=[O:7])=[C:4](F)[CH:3]=1.[CH3:14][O:15][Na].N#N.